This data is from Catalyst prediction with 721,799 reactions and 888 catalyst types from USPTO. The task is: Predict which catalyst facilitates the given reaction. (1) Reactant: [CH:1]([O:4][C:5]1([C:8]2[CH:13]=[CH:12][C:11]([C:14]#[C:15][C:16]3[CH:21]=[CH:20][C:19]([CH2:22][C:23]([O:25]C)=[O:24])=[CH:18][CH:17]=3)=[CH:10][C:9]=2[CH3:27])[CH2:7][CH2:6]1)([CH3:3])[CH3:2].[OH-].[Na+]. Product: [CH:1]([O:4][C:5]1([C:8]2[CH:13]=[CH:12][C:11]([C:14]#[C:15][C:16]3[CH:21]=[CH:20][C:19]([CH2:22][C:23]([OH:25])=[O:24])=[CH:18][CH:17]=3)=[CH:10][C:9]=2[CH3:27])[CH2:7][CH2:6]1)([CH3:3])[CH3:2]. The catalyst class is: 199. (2) Reactant: [NH2:1][C:2](=[O:37])[C:3](=[O:36])[CH:4]([NH:12][C:13]([C:15]1[C:16]([N:21]2[CH:25]=[C:24]3[CH2:26][N:27](C(OC(C)(C)C)=O)[CH2:28][C:23]3=[N:22]2)=[N:17][CH:18]=[CH:19][CH:20]=1)=[O:14])[CH2:5][C:6]1[CH:11]=[CH:10][CH:9]=[CH:8][CH:7]=1.[ClH:38]. Product: [ClH:38].[NH2:1][C:2](=[O:37])[C:3](=[O:36])[CH:4]([NH:12][C:13](=[O:14])[C:15]1[CH:20]=[CH:19][CH:18]=[N:17][C:16]=1[N:21]1[CH:25]=[C:24]2[CH2:26][NH:27][CH2:28][C:23]2=[N:22]1)[CH2:5][C:6]1[CH:7]=[CH:8][CH:9]=[CH:10][CH:11]=1. The catalyst class is: 269. (3) Reactant: [Br:1][C:2]1[CH:3]=[CH:4][C:5]([O:16][CH2:17][C:18]2[CH:23]=[CH:22][C:21]([Cl:24])=[CH:20][CH:19]=2)=[C:6]([CH2:8][N:9]2[CH2:14][CH2:13][C:12](=[O:15])[CH2:11][CH2:10]2)[CH:7]=1.[C:25]1([Mg]Br)[CH:30]=[CH:29][CH:28]=[CH:27][CH:26]=1. Product: [Br:1][C:2]1[CH:3]=[CH:4][C:5]([O:16][CH2:17][C:18]2[CH:19]=[CH:20][C:21]([Cl:24])=[CH:22][CH:23]=2)=[C:6]([CH2:8][N:9]2[CH2:14][CH2:13][C:12]([C:25]3[CH:30]=[CH:29][CH:28]=[CH:27][CH:26]=3)([OH:15])[CH2:11][CH2:10]2)[CH:7]=1. The catalyst class is: 1. (4) Reactant: [CH3:1][O:2][C:3](=[O:15])[C:4]1[CH:9]=[CH:8][C:7]([NH:10][CH3:11])=[C:6]([N+:12]([O-])=O)[CH:5]=1. Product: [CH3:1][O:2][C:3](=[O:15])[C:4]1[CH:9]=[CH:8][C:7]([NH:10][CH3:11])=[C:6]([NH2:12])[CH:5]=1. The catalyst class is: 45. (5) Reactant: [F:1][C:2]1[CH:3]=[C:4]2[C:8](=[CH:9][CH:10]=1)[N:7]([CH2:11][CH2:12][CH2:13][OH:14])[CH:6]=[C:5]2[C:15]([OH:17])=O.[NH2:18][CH2:19][C:20]([C:23]1[CH:28]=[CH:27][C:26]([NH:29][C:30](=[O:41])[C:31]2[CH:36]=[CH:35][C:34]([O:37][CH3:38])=[C:33]([O:39][CH3:40])[CH:32]=2)=[CH:25][CH:24]=1)([CH3:22])[CH3:21].C1C=CC2N(O)N=NC=2C=1.C(Cl)CCl. Product: [CH3:40][O:39][C:33]1[CH:32]=[C:31]([CH:36]=[CH:35][C:34]=1[O:37][CH3:38])[C:30]([NH:29][C:26]1[CH:25]=[CH:24][C:23]([C:20]([CH3:22])([CH3:21])[CH2:19][NH:18][C:15]([C:5]2[C:4]3[C:8](=[CH:9][CH:10]=[C:2]([F:1])[CH:3]=3)[N:7]([CH2:11][CH2:12][CH2:13][OH:14])[CH:6]=2)=[O:17])=[CH:28][CH:27]=1)=[O:41]. The catalyst class is: 12.